This data is from NCI-60 drug combinations with 297,098 pairs across 59 cell lines. The task is: Regression. Given two drug SMILES strings and cell line genomic features, predict the synergy score measuring deviation from expected non-interaction effect. (1) Drug 1: C1=CC=C(C=C1)NC(=O)CCCCCCC(=O)NO. Drug 2: C(=O)(N)NO. Cell line: SK-MEL-28. Synergy scores: CSS=4.00, Synergy_ZIP=-5.48, Synergy_Bliss=1.17, Synergy_Loewe=-18.6, Synergy_HSA=-0.991. (2) Drug 1: C1=CC(=CC=C1CCCC(=O)O)N(CCCl)CCCl. Drug 2: C1CN1P(=S)(N2CC2)N3CC3. Cell line: MDA-MB-231. Synergy scores: CSS=16.3, Synergy_ZIP=-9.79, Synergy_Bliss=-13.7, Synergy_Loewe=-8.93, Synergy_HSA=-8.05. (3) Cell line: SN12C. Drug 1: C1=NC(=NC(=O)N1C2C(C(C(O2)CO)O)O)N. Synergy scores: CSS=30.0, Synergy_ZIP=-10.9, Synergy_Bliss=-6.11, Synergy_Loewe=-19.9, Synergy_HSA=-5.31. Drug 2: CC12CCC3C(C1CCC2OP(=O)(O)O)CCC4=C3C=CC(=C4)OC(=O)N(CCCl)CCCl.[Na+].